Dataset: Forward reaction prediction with 1.9M reactions from USPTO patents (1976-2016). Task: Predict the product of the given reaction. (1) Given the reactants Cl[C:2]1[N:7]2[N:8]=[C:9]([C:18]3[CH:23]=[CH:22][CH:21]=[CH:20][C:19]=3[Cl:24])[C:10]([C:11]3[CH:16]=[CH:15][C:14]([Cl:17])=[CH:13][CH:12]=3)=[C:6]2[N:5]=[C:4]([CH3:25])[N:3]=1.C(N(C(C)C)CC)(C)C.Cl.[CH2:36]([NH:38][C:39]1([C:43]([NH2:45])=[O:44])[CH2:42][NH:41][CH2:40]1)[CH3:37], predict the reaction product. The product is: [Cl:24][C:19]1[CH:20]=[CH:21][CH:22]=[CH:23][C:18]=1[C:9]1[C:10]([C:11]2[CH:12]=[CH:13][C:14]([Cl:17])=[CH:15][CH:16]=2)=[C:6]2[N:5]=[C:4]([CH3:25])[N:3]=[C:2]([N:41]3[CH2:42][C:39]([NH:38][CH2:36][CH3:37])([C:43]([NH2:45])=[O:44])[CH2:40]3)[N:7]2[N:8]=1. (2) Given the reactants [N+:1]([C:4]1[CH:5]=[C:6]2[C:10](=[CH:11][CH:12]=1)[NH:9][NH:8][C:7]2=[O:13])([O-:3])=[O:2].[C:14]([O:18][C:19](O[C:19]([O:18][C:14]([CH3:17])([CH3:16])[CH3:15])=[O:20])=[O:20])([CH3:17])([CH3:16])[CH3:15], predict the reaction product. The product is: [C:14]([O:18][C:19]([N:9]1[C:10]2[C:6](=[CH:5][C:4]([N+:1]([O-:3])=[O:2])=[CH:12][CH:11]=2)[C:7](=[O:13])[NH:8]1)=[O:20])([CH3:17])([CH3:16])[CH3:15]. (3) Given the reactants [CH:1]1[C:6](=[O:7])[CH:5]=[C:4]([C:8]([OH:10])=[O:9])[O:3][CH:2]=1.OS(O)(=O)=O.[CH3:16]O, predict the reaction product. The product is: [CH3:16][O:9][C:8]([C:4]1[O:3][CH:2]=[CH:1][C:6](=[O:7])[CH:5]=1)=[O:10]. (4) Given the reactants [Br:1][C:2]1[CH:3]=[N:4][CH:5]=[CH:6][C:7]=1[CH:8]=[O:9].[CH3:10][Mg]Br.CCOCC.[NH4+].[Cl-], predict the reaction product. The product is: [Br:1][C:2]1[CH:3]=[N:4][CH:5]=[CH:6][C:7]=1[CH:8]([OH:9])[CH3:10]. (5) Given the reactants [CH2:1]([NH:5][CH2:6][C:7]1[CH:19]=[CH:18][C:10]([O:11][CH2:12][C:13]([O:15][CH2:16][CH3:17])=[O:14])=[C:9]([CH3:20])[CH:8]=1)[CH2:2][CH2:3][CH3:4].C(N(CC)C(C)C)(C)C.[Cl:30][C:31]1[CH:36]=[CH:35][C:34]([C:37]2[CH:42]=[CH:41][N:40]=[C:39](S(C)(=O)=O)[N:38]=2)=[CH:33][CH:32]=1, predict the reaction product. The product is: [CH2:1]([N:5]([CH2:6][C:7]1[CH:19]=[CH:18][C:10]([O:11][CH2:12][C:13]([O:15][CH2:16][CH3:17])=[O:14])=[C:9]([CH3:20])[CH:8]=1)[C:39]1[N:38]=[C:37]([C:34]2[CH:35]=[CH:36][C:31]([Cl:30])=[CH:32][CH:33]=2)[CH:42]=[CH:41][N:40]=1)[CH2:2][CH2:3][CH3:4]. (6) Given the reactants [CH2:1]([C:8]1[C:17]2[C:12](=[CH:13][CH:14]=[CH:15][CH:16]=2)[C:11]([N:18]2[CH2:23][CH2:22][N:21]([C:24]3[N:29]=[CH:28][C:27]([NH2:30])=[CH:26][N:25]=3)[CH2:20][CH2:19]2)=[N:10][N:9]=1)[C:2]1[CH:7]=[CH:6][CH:5]=[CH:4][CH:3]=1.[C:31](OC(=O)C)(=[O:33])[CH3:32], predict the reaction product. The product is: [CH2:1]([C:8]1[C:17]2[C:12](=[CH:13][CH:14]=[CH:15][CH:16]=2)[C:11]([N:18]2[CH2:19][CH2:20][N:21]([C:24]3[N:25]=[CH:26][C:27]([NH:30][C:31](=[O:33])[CH3:32])=[CH:28][N:29]=3)[CH2:22][CH2:23]2)=[N:10][N:9]=1)[C:2]1[CH:7]=[CH:6][CH:5]=[CH:4][CH:3]=1. (7) Given the reactants [Cl:1][C:2]1[CH:13]=[C:12]([F:14])[C:11]([N:15]2[C:24](=[O:25])[N:18]3[CH:19]=[C:20]([Cl:23])[CH:21]=[CH:22][C:17]3=[N:16]2)=[CH:10][C:3]=1[C:4]([O:6]C(C)C)=[O:5].O, predict the reaction product. The product is: [Cl:1][C:2]1[CH:13]=[C:12]([F:14])[C:11]([N:15]2[C:24](=[O:25])[N:18]3[CH:19]=[C:20]([Cl:23])[CH:21]=[CH:22][C:17]3=[N:16]2)=[CH:10][C:3]=1[C:4]([OH:6])=[O:5].